Predict the reaction yield, written as a fraction of the theoretical maximum amount of product (1.0 means a 100% yield; for example, 0.34 means a 34% yield). From a dataset of Reaction yield outcomes from USPTO patents with 853,638 reactions. (1) The reactants are [CH:1]([C:4]1[CH:12]=[CH:11][C:10]2[NH:9][C:8]3[CH2:13][CH2:14][N:15]([CH3:17])[CH2:16][C:7]=3[C:6]=2[CH:5]=1)([CH3:3])[CH3:2].[OH-].[K+].[F:20][C:21]([F:31])([F:30])[C:22]1[CH:27]=[CH:26][C:25]([CH:28]=[CH2:29])=[CH:24][N:23]=1. The catalyst is CN1CCCC1=O.[Cl-].[Na+].O. The product is [CH:1]([C:4]1[CH:12]=[CH:11][C:10]2[N:9]([CH2:29][CH2:28][C:25]3[CH:24]=[N:23][C:22]([C:21]([F:31])([F:20])[F:30])=[CH:27][CH:26]=3)[C:8]3[CH2:13][CH2:14][N:15]([CH3:17])[CH2:16][C:7]=3[C:6]=2[CH:5]=1)([CH3:3])[CH3:2]. The yield is 0.450. (2) The product is [NH2:26][C:23]1[CH:24]=[C:25]2[C:20](=[CH:21][CH:22]=1)[NH:19][CH:18]=[C:17]2[CH:13]1[CH2:14][CH2:15][CH2:16][CH:11]([N:3]([CH2:1][CH3:2])[C:4](=[O:10])[O:5][C:6]([CH3:7])([CH3:8])[CH3:9])[CH2:12]1. The catalyst is CO.O.[Ni]. The reactants are [CH2:1]([N:3]([CH:11]1[CH2:16][CH2:15][CH2:14][CH:13]([C:17]2[C:25]3[C:20](=[CH:21][CH:22]=[C:23]([N+:26]([O-])=O)[CH:24]=3)[NH:19][CH:18]=2)[CH2:12]1)[C:4](=[O:10])[O:5][C:6]([CH3:9])([CH3:8])[CH3:7])[CH3:2].O.NN. The yield is 0.960.